From a dataset of Full USPTO retrosynthesis dataset with 1.9M reactions from patents (1976-2016). Predict the reactants needed to synthesize the given product. (1) Given the product [C:1]([O:5][C:6](=[O:7])[NH:8][C@H:9]1[CH2:13][CH2:12][C@@H:11]([C:14](=[O:16])[NH:17][C:18]2[CH:27]=[CH:26][C:25]3[C:20](=[CH:21][CH:22]=[CH:23][CH:24]=3)[N:19]=2)[CH2:10]1)([CH3:2])([CH3:3])[CH3:4], predict the reactants needed to synthesize it. The reactants are: [C:1]([O:5][C:6]([NH:8][C@@H:9]1[CH2:13][CH2:12][C@H:11]([C:14]([OH:16])=O)[CH2:10]1)=[O:7])([CH3:4])([CH3:3])[CH3:2].[NH2:17][C:18]1[CH:27]=[CH:26][C:25]2[C:20](=[CH:21][CH:22]=[CH:23][CH:24]=2)[N:19]=1.C1C=CC2N(O)N=NC=2C=1.C(N(C(C)C)CC)(C)C. (2) Given the product [CH2:10]([O:11][C:12](=[O:13])[CH2:14][CH:5]1[CH2:6][CH2:7][N:2]([CH3:1])[CH2:3][CH2:4]1)[CH3:9], predict the reactants needed to synthesize it. The reactants are: [CH3:1][N:2]1[CH2:7][CH2:6][C:5](=O)[CH2:4][CH2:3]1.[CH3:9][CH2:10][O:11][C:12]([CH2:14]P(OCC)(OCC)=O)=[O:13].[H-].[Na+]. (3) Given the product [Cl:20][C:17]1[CH:16]=[CH:15][C:14]([CH2:13][CH:9]([NH:8][CH3:6])[C:10]([OH:12])=[O:11])=[CH:19][CH:18]=1, predict the reactants needed to synthesize it. The reactants are: C(O[C:6]([N:8](C)[C@H:9]([CH2:13][C:14]1[CH:19]=[CH:18][C:17]([Cl:20])=[CH:16][CH:15]=1)[C:10]([OH:12])=[O:11])=O)(C)(C)C.Cl.CCOCC. (4) Given the product [CH2:5]([C@:12]12[CH2:25][CH2:24][C@:23]([CH2:1][CH3:2])([OH:26])[CH2:22][C@H:21]1[CH2:20][CH2:19][CH2:18][C:17]1[CH:16]=[N:15][N:14]([CH3:27])[C:13]2=1)[C:6]1[CH:7]=[CH:8][CH:9]=[CH:10][CH:11]=1.[CH2:28]([C@@:35]12[CH2:48][CH2:47][C@@:46]([CH2:51][CH3:52])([OH:49])[CH2:45][C@@H:44]1[CH2:43][CH2:42][CH2:41][C:40]1[CH:39]=[N:38][N:37]([CH3:50])[C:36]2=1)[C:29]1[CH:30]=[CH:31][CH:32]=[CH:33][CH:34]=1, predict the reactants needed to synthesize it. The reactants are: [CH2:1]([Mg]Br)[CH3:2].[CH2:5]([C@@:12]12[CH2:25][CH2:24][C:23](=[O:26])[CH2:22][C@@H:21]1[CH2:20][CH2:19][CH2:18][C:17]1[CH:16]=[N:15][N:14]([CH3:27])[C:13]2=1)[C:6]1[CH:11]=[CH:10][CH:9]=[CH:8][CH:7]=1.[CH2:28]([C@:35]12[CH2:48][CH2:47][C:46](=[O:49])[CH2:45][C@H:44]1[CH2:43][CH2:42][CH2:41][C:40]1[CH:39]=[N:38][N:37]([CH3:50])[C:36]2=1)[C:29]1[CH:34]=[CH:33][CH:32]=[CH:31][CH:30]=1.[C:51](O)(=O)[CH3:52]. (5) Given the product [C:7]([O:11][C:12]([N:14]1[CH2:19][CH2:18][CH:17]([N:20]([CH:30]2[CH2:32][CH2:31]2)[C:21]([C:22]2[CH:27]=[CH:26][C:25]([C:41]3[CH:40]=[CH:39][C:38]([CH2:37][S:34]([CH3:33])(=[O:36])=[O:35])=[CH:43][CH:42]=3)=[CH:24][CH:23]=2)=[O:29])[CH2:16][CH2:15]1)=[O:13])([CH3:10])([CH3:9])[CH3:8], predict the reactants needed to synthesize it. The reactants are: C([O-])([O-])=O.[Na+].[Na+].[C:7]([O:11][C:12]([N:14]1[CH2:19][CH2:18][CH:17]([N:20]([CH:30]2[CH2:32][CH2:31]2)[C:21](=[O:29])[C:22]2[CH:27]=[CH:26][C:25](I)=[CH:24][CH:23]=2)[CH2:16][CH2:15]1)=[O:13])([CH3:10])([CH3:9])[CH3:8].[CH3:33][S:34]([CH2:37][C:38]1[CH:43]=[CH:42][C:41](B(O)O)=[CH:40][CH:39]=1)(=[O:36])=[O:35]. (6) Given the product [CH3:1][O:2][C:3]1[N:8]=[CH:7][C:6]([NH:9][C:10]2[C:15]([C:16]3[CH:21]=[C:20]([S:22]([CH3:23])=[O:30])[N:19]=[C:18]([CH3:24])[N:17]=3)=[N:14][CH:13]=[CH:12][N:11]=2)=[CH:5][CH:4]=1, predict the reactants needed to synthesize it. The reactants are: [CH3:1][O:2][C:3]1[N:8]=[CH:7][C:6]([NH:9][C:10]2[C:15]([C:16]3[CH:21]=[C:20]([S:22][CH3:23])[N:19]=[C:18]([CH3:24])[N:17]=3)=[N:14][CH:13]=[CH:12][N:11]=2)=[CH:5][CH:4]=1.ClC1C=C(C=CC=1)C(OO)=[O:30].